Dataset: NCI-60 drug combinations with 297,098 pairs across 59 cell lines. Task: Regression. Given two drug SMILES strings and cell line genomic features, predict the synergy score measuring deviation from expected non-interaction effect. (1) Drug 1: CC12CCC3C(C1CCC2O)C(CC4=C3C=CC(=C4)O)CCCCCCCCCS(=O)CCCC(C(F)(F)F)(F)F. Drug 2: CC1C(C(CC(O1)OC2CC(CC3=C2C(=C4C(=C3O)C(=O)C5=C(C4=O)C(=CC=C5)OC)O)(C(=O)CO)O)N)O.Cl. Cell line: NCIH23. Synergy scores: CSS=47.0, Synergy_ZIP=3.15, Synergy_Bliss=4.33, Synergy_Loewe=-1.41, Synergy_HSA=3.07. (2) Drug 1: CS(=O)(=O)CCNCC1=CC=C(O1)C2=CC3=C(C=C2)N=CN=C3NC4=CC(=C(C=C4)OCC5=CC(=CC=C5)F)Cl. Drug 2: C1=CN(C=N1)CC(O)(P(=O)(O)O)P(=O)(O)O. Cell line: RXF 393. Synergy scores: CSS=6.97, Synergy_ZIP=-1.68, Synergy_Bliss=0.292, Synergy_Loewe=0.316, Synergy_HSA=1.40. (3) Drug 1: CC1=C(C(=CC=C1)Cl)NC(=O)C2=CN=C(S2)NC3=CC(=NC(=N3)C)N4CCN(CC4)CCO. Drug 2: C(CCl)NC(=O)N(CCCl)N=O. Cell line: MALME-3M. Synergy scores: CSS=-4.50, Synergy_ZIP=-3.33, Synergy_Bliss=-7.04, Synergy_Loewe=-10.00, Synergy_HSA=-9.80. (4) Drug 1: C1=NC(=NC(=O)N1C2C(C(C(O2)CO)O)O)N. Drug 2: CC1=C(C(=CC=C1)Cl)NC(=O)C2=CN=C(S2)NC3=CC(=NC(=N3)C)N4CCN(CC4)CCO. Cell line: SF-268. Synergy scores: CSS=0.205, Synergy_ZIP=-2.07, Synergy_Bliss=1.78, Synergy_Loewe=-0.645, Synergy_HSA=-0.483. (5) Drug 1: CC1=C(N=C(N=C1N)C(CC(=O)N)NCC(C(=O)N)N)C(=O)NC(C(C2=CN=CN2)OC3C(C(C(C(O3)CO)O)O)OC4C(C(C(C(O4)CO)O)OC(=O)N)O)C(=O)NC(C)C(C(C)C(=O)NC(C(C)O)C(=O)NCCC5=NC(=CS5)C6=NC(=CS6)C(=O)NCCC[S+](C)C)O. Drug 2: COCCOC1=C(C=C2C(=C1)C(=NC=N2)NC3=CC=CC(=C3)C#C)OCCOC.Cl. Cell line: OVCAR3. Synergy scores: CSS=30.3, Synergy_ZIP=-0.159, Synergy_Bliss=2.49, Synergy_Loewe=-3.26, Synergy_HSA=4.95. (6) Synergy scores: CSS=24.1, Synergy_ZIP=0.562, Synergy_Bliss=6.28, Synergy_Loewe=8.75, Synergy_HSA=9.07. Drug 1: CC(C)(C#N)C1=CC(=CC(=C1)CN2C=NC=N2)C(C)(C)C#N. Drug 2: CCN(CC)CCCC(C)NC1=C2C=C(C=CC2=NC3=C1C=CC(=C3)Cl)OC. Cell line: RPMI-8226. (7) Drug 1: CC(C1=C(C=CC(=C1Cl)F)Cl)OC2=C(N=CC(=C2)C3=CN(N=C3)C4CCNCC4)N. Drug 2: C1CCN(CC1)CCOC2=CC=C(C=C2)C(=O)C3=C(SC4=C3C=CC(=C4)O)C5=CC=C(C=C5)O. Cell line: HS 578T. Synergy scores: CSS=15.3, Synergy_ZIP=24.3, Synergy_Bliss=26.8, Synergy_Loewe=19.5, Synergy_HSA=20.4.